Dataset: Full USPTO retrosynthesis dataset with 1.9M reactions from patents (1976-2016). Task: Predict the reactants needed to synthesize the given product. (1) Given the product [CH3:29][C:26]1([CH3:30])[CH2:27][O:28][B:23]([C:2]2[CH:3]=[CH:4][C:5]([F:17])=[C:6]([C:8]3[C:9]([C:15]#[N:16])=[CH:10][CH:11]=[C:12]([F:14])[CH:13]=3)[CH:7]=2)[O:24][CH2:25]1, predict the reactants needed to synthesize it. The reactants are: Br[C:2]1[CH:3]=[CH:4][C:5]([F:17])=[C:6]([C:8]2[C:9]([C:15]#[N:16])=[CH:10][CH:11]=[C:12]([F:14])[CH:13]=2)[CH:7]=1.C([O-])(=O)C.[K+].[B:23]1([B:23]2[O:28][CH2:27][C:26]([CH3:30])([CH3:29])[CH2:25][O:24]2)[O:28][CH2:27][C:26]([CH3:30])([CH3:29])[CH2:25][O:24]1.CS(C)=O. (2) The reactants are: [C:1]([N:8]1[CH2:13][CH2:12][CH:11]([NH:14][CH3:15])[CH2:10][CH2:9]1)([O:3][C:4]([CH3:7])([CH3:6])[CH3:5])=[O:2].[F:16][C:17]1[CH:24]=[CH:23][C:20]([CH:21]=O)=[C:19]([C:25]([F:28])([F:27])[F:26])[CH:18]=1.C(O[BH-](OC(=O)C)OC(=O)C)(=O)C.[Na+]. Given the product [F:16][C:17]1[CH:24]=[CH:23][C:20]([CH2:21][N:14]([CH3:15])[CH:11]2[CH2:10][CH2:9][N:8]([C:1]([O:3][C:4]([CH3:6])([CH3:5])[CH3:7])=[O:2])[CH2:13][CH2:12]2)=[C:19]([C:25]([F:28])([F:27])[F:26])[CH:18]=1, predict the reactants needed to synthesize it. (3) Given the product [NH2:1][C:2]1[N:7]=[CH:6][C:5]([C:8]([N:10]=[S:11]([CH2:14][CH2:15][CH2:16][CH2:17][C:18]([O:20][CH3:21])=[O:19])([CH3:13])=[O:12])=[O:9])=[CH:4][C:3]=1[C:24]#[C:23][C:25]1[CH:30]=[CH:29][CH:28]=[C:27]([NH:31][C:32]([C:34]2[O:35][CH:36]=[CH:37][C:38]=2[CH3:39])=[O:33])[CH:26]=1, predict the reactants needed to synthesize it. The reactants are: [NH2:1][C:2]1[N:7]=[CH:6][C:5]([C:8]([N:10]=[S:11]([CH2:14][CH2:15][CH2:16][CH2:17][C:18]([O:20][CH3:21])=[O:19])([CH3:13])=[O:12])=[O:9])=[CH:4][C:3]=1I.[C:23]([C:25]1[CH:26]=[C:27]([NH:31][C:32]([C:34]2[O:35][CH:36]=[CH:37][C:38]=2[CH3:39])=[O:33])[CH:28]=[CH:29][CH:30]=1)#[CH:24].C(N(CC)CC)C.